This data is from Catalyst prediction with 721,799 reactions and 888 catalyst types from USPTO. The task is: Predict which catalyst facilitates the given reaction. (1) Reactant: [F:1][C:2]1[CH:3]=[C:4]([CH:7]=[C:8]([O:11]C)[C:9]=1[OH:10])[CH:5]=[O:6].[Al+3].[Cl-].[Cl-].[Cl-].N1C=CC=CC=1. Product: [F:1][C:2]1[CH:3]=[C:4]([CH:7]=[C:8]([OH:11])[C:9]=1[OH:10])[CH:5]=[O:6]. The catalyst class is: 2. (2) Reactant: [C:1]([N:4]([C:7]1[CH:8]=[C:9]2[C:13](=[CH:14][CH:15]=1)[NH:12][C:11]([C:16]([O:18]CC)=[O:17])=[CH:10]2)[CH2:5][CH3:6])(=[O:3])[CH3:2].[CH3:21][CH2:22]O.C([O-])([O-])=O.[Cs+].[Cs+]. Product: [CH2:21]([C:10]1[C:9]2[C:13](=[CH:14][CH:15]=[C:7]([N:4]([C:1](=[O:3])[CH3:2])[CH2:5][CH3:6])[CH:8]=2)[NH:12][C:11]=1[C:16]([OH:18])=[O:17])[CH3:22]. The catalyst class is: 6. (3) Reactant: [CH:1]1([C:7]2[S:19][C:10]3[N:11]=[C:12]([CH3:18])[N:13]=[C:14](/[CH:15]=[CH:16]\O)[C:9]=3[CH:8]=2)[CH2:6][CH2:5][CH2:4][CH2:3][CH2:2]1.[NH:20]1[CH2:25][CH2:24][O:23][CH2:22][CH2:21]1.C(=O)(O)[O-].[Na+]. Product: [CH:1]1([C:7]2[S:19][C:10]3[N:11]=[C:12]([CH3:18])[N:13]=[C:14]([CH2:15][CH2:16][N:20]4[CH2:25][CH2:24][O:23][CH2:22][CH2:21]4)[C:9]=3[CH:8]=2)[CH2:6][CH2:5][CH2:4][CH2:3][CH2:2]1. The catalyst class is: 52.